From a dataset of Forward reaction prediction with 1.9M reactions from USPTO patents (1976-2016). Predict the product of the given reaction. The product is: [CH2:23]([C:12]1[CH:13]=[C:14]([OH:15])[C:9](=[O:8])[NH:10][N:11]=1)[CH3:24]. Given the reactants C([O:8][C:9]1[N:10]=[N:11][C:12]([C:23]#[CH:24])=[CH:13][C:14]=1[O:15]CC1C=CC=CC=1)C1C=CC=CC=1, predict the reaction product.